This data is from Forward reaction prediction with 1.9M reactions from USPTO patents (1976-2016). The task is: Predict the product of the given reaction. (1) Given the reactants [Cl:1][C:2]1[CH:9]=[CH:8][CH:7]=[CH:6][C:3]=1[CH:4]=O.BrC1C=CC(N)=NC=1.[N:18]1C=CC=CC=1.CCO[C:27](C)=[O:28], predict the reaction product. The product is: [Cl:1][C:2]1[CH:9]=[CH:8][CH:7]=[CH:6][C:3]=1[CH:4]=[N:18][O:28][CH3:27]. (2) Given the reactants [F:1][C:2]([F:17])([C:13]([F:16])([F:15])[F:14])[C:3]([F:12])([F:11])[C:4]1[CH:9]=[CH:8][C:7](I)=[CH:6][CH:5]=1.FC(F)(C(F)(F)F)C(F)(F)C1C=CC(Br)=CC=1.[C:35]1([CH3:46])[CH:40]=[CH:39][C:38]([C:41]2[N:45]=[CH:44][NH:43][N:42]=2)=[CH:37][CH:36]=1.C(=O)([O-])[O-].[Cs+].[Cs+].N1C2C(=CC=CC=2O)C=CC=1.[NH4+].[OH-], predict the reaction product. The product is: [F:11][C:3]([F:12])([C:4]1[CH:9]=[CH:8][C:7]([N:43]2[CH:44]=[N:45][C:41]([C:38]3[CH:39]=[CH:40][C:35]([CH3:46])=[CH:36][CH:37]=3)=[N:42]2)=[CH:6][CH:5]=1)[C:2]([F:17])([F:1])[C:13]([F:16])([F:15])[F:14].